This data is from Reaction yield outcomes from USPTO patents with 853,638 reactions. The task is: Predict the reaction yield, written as a fraction of the theoretical maximum amount of product (1.0 means a 100% yield; for example, 0.34 means a 34% yield). (1) The reactants are C[O:2][C:3](=O)[C:4]1[CH:9]=[CH:8][CH:7]=[C:6]([C:10]#[N:11])[CH:5]=1.O.[NH2:14][NH2:15]. The catalyst is C(O)C. The product is [C:10]([C:6]1[CH:5]=[C:4]([CH:9]=[CH:8][CH:7]=1)[C:3]([NH:14][NH2:15])=[O:2])#[N:11]. The yield is 0.510. (2) The reactants are I[C:2]1[CH:11]=[CH:10][C:5]([C:6]([O:8][CH3:9])=[O:7])=[CH:4][CH:3]=1.[CH:12]([Mg]Cl)([CH3:14])[CH3:13].[C:17]([Cu])#[N:18].[NH4+].[Cl-].[CH2:22]1[CH2:26][O:25][CH2:24][CH2:23]1. No catalyst specified. The product is [CH2:13]([O:8][C:6]([N:18]1[CH2:17][CH2:24][CH2:23][CH:22]1[C:26](=[O:25])[C:2]1[CH:11]=[CH:10][C:5]([C:6]([O:8][CH3:9])=[O:7])=[CH:4][CH:3]=1)=[O:7])[C:12]1[CH:14]=[CH:4][CH:3]=[CH:2][CH:11]=1. The yield is 0.570. (3) The reactants are CC(C)([O-])C.[K+].[CH2:7]([C:9]1[CH:14]=[C:13]([CH3:15])[CH:12]=[C:11]([CH2:16][CH3:17])[C:10]=1[CH2:18][C:19]([N:21]([CH2:42][C:43]1[CH:48]=[CH:47][CH:46]=[CH:45][CH:44]=1)[N:22]=[C:23]([S:29][CH2:30][CH2:31][CH2:32][CH2:33][CH2:34][CH2:35][CH2:36][CH2:37][CH2:38][CH2:39][CH2:40][CH3:41])[C:24]([O:26]CC)=O)=[O:20])[CH3:8].Cl. The catalyst is C1COCC1. The product is [CH2:7]([C:9]1[CH:14]=[C:13]([CH3:15])[CH:12]=[C:11]([CH2:16][CH3:17])[C:10]=1[C:18]1[C:19](=[O:20])[N:21]([CH2:42][C:43]2[CH:44]=[CH:45][CH:46]=[CH:47][CH:48]=2)[N:22]=[C:23]([S:29][CH2:30][CH2:31][CH2:32][CH2:33][CH2:34][CH2:35][CH2:36][CH2:37][CH2:38][CH2:39][CH2:40][CH3:41])[C:24]=1[OH:26])[CH3:8]. The yield is 0.170. (4) The reactants are [OH:1][C@H:2]([C:23]1[CH:28]=[CH:27][CH:26]=[CH:25][CH:24]=1)[CH2:3][CH2:4][N:5]1[CH2:10][CH2:9][CH:8]([C:11]2[CH:12]=[C:13]([NH:17][C:18](=[O:22])[CH:19]([CH3:21])[CH3:20])[CH:14]=[CH:15][CH:16]=2)[CH2:7][CH2:6]1.[C:29]1(O)[CH:34]=[CH:33][CH:32]=[CH:31][CH:30]=1.C1(P(C2C=CC=CC=2)C2C=CC=CC=2)C=CC=CC=1.N(C(OCC)=O)=NC(OCC)=O.N. The catalyst is C1COCC1.C(Cl)(Cl)Cl. The product is [CH3:20][CH:19]([CH3:21])[C:18]([NH:17][C:13]1[CH:14]=[CH:15][CH:16]=[C:11]([CH:8]2[CH2:9][CH2:10][N:5]([CH2:4][CH2:3][C@@H:2]([O:1][C:29]3[CH:34]=[CH:33][CH:32]=[CH:31][CH:30]=3)[C:23]3[CH:24]=[CH:25][CH:26]=[CH:27][CH:28]=3)[CH2:6][CH2:7]2)[CH:12]=1)=[O:22]. The yield is 0.360. (5) The catalyst is CC1C=CC(C)=CC=1. The product is [CH:37]([C:36]1[N:26]2[C:21]3[CH:20]=[C:19]([C:29]4[CH:34]=[CH:33][CH:32]=[CH:31][CH:30]=4)[C:18]([C:15]4[CH:16]=[CH:17][C:12]([C:8]5([NH:7][C:6](=[O:35])[O:5][C:1]([CH3:4])([CH3:3])[CH3:2])[CH2:11][CH2:10][CH2:9]5)=[CH:13][CH:14]=4)=[N:28][C:22]=3[O:23][CH2:24][C:25]2=[N:42][N:41]=1)([CH3:39])[CH3:38]. The yield is 0.170. The reactants are [C:1]([O:5][C:6](=[O:35])[NH:7][C:8]1([C:12]2[CH:17]=[CH:16][C:15]([C:18]3[C:19]([C:29]4[CH:34]=[CH:33][CH:32]=[CH:31][CH:30]=4)=[CH:20][C:21]4[NH:26][C:25](=S)[CH2:24][O:23][C:22]=4[N:28]=3)=[CH:14][CH:13]=2)[CH2:11][CH2:10][CH2:9]1)([CH3:4])([CH3:3])[CH3:2].[C:36]([NH:41][NH2:42])(=O)[CH:37]([CH3:39])[CH3:38].